From a dataset of Forward reaction prediction with 1.9M reactions from USPTO patents (1976-2016). Predict the product of the given reaction. (1) Given the reactants [C:1]1([CH:8]=[CH:7][CH:6]=[C:4]([OH:5])[CH:3]=1)[OH:2].[CH2:9]=[O:10].O.Cl, predict the reaction product. The product is: [C:1]1([CH:8]=[CH:7][CH:6]=[C:4]([OH:5])[C:3]=1[CH:9]=[O:10])[OH:2]. (2) Given the reactants [N+:1]([C:4]1[CH:12]=[CH:11][C:7]([C:8]([NH2:10])=O)=[CH:6][CH:5]=1)([O-:3])=[O:2].[CH:13]([NH2:15])=[O:14], predict the reaction product. The product is: [CH:13]([N:15]=[C:8]([NH2:10])[C:7]1[CH:6]=[CH:5][C:4]([N+:1]([O-:3])=[O:2])=[CH:12][CH:11]=1)=[O:14]. (3) Given the reactants C([O:4][CH2:5][C:6]1[N:7]([C:24]2[CH:29]=[CH:28][CH:27]=[C:26]([C:30]([NH2:32])=[O:31])[CH:25]=2)[C:8](=[O:23])[C:9]([Cl:22])=[C:10]([O:12][CH2:13][C:14]2[CH:19]=[CH:18][C:17]([F:20])=[CH:16][C:15]=2[F:21])[CH:11]=1)(=O)C.C([O-])([O-])=O.[K+].[K+], predict the reaction product. The product is: [Cl:22][C:9]1[C:8](=[O:23])[N:7]([C:24]2[CH:25]=[C:26]([CH:27]=[CH:28][CH:29]=2)[C:30]([NH2:32])=[O:31])[C:6]([CH2:5][OH:4])=[CH:11][C:10]=1[O:12][CH2:13][C:14]1[CH:19]=[CH:18][C:17]([F:20])=[CH:16][C:15]=1[F:21]. (4) Given the reactants [H-].[Na+].[CH2:3](Br)[CH2:4][CH2:5][CH3:6].[CH2:8]([O:12][CH2:13][CH2:14][O:15][CH2:16][CH2:17][OH:18])[CH2:9][CH2:10][CH3:11], predict the reaction product. The product is: [CH2:3]([O:18][CH2:17][CH2:16][O:15][CH2:14][CH2:13][O:12][CH2:8][CH2:9][CH2:10][CH3:11])[CH2:4][CH2:5][CH3:6].